Dataset: Full USPTO retrosynthesis dataset with 1.9M reactions from patents (1976-2016). Task: Predict the reactants needed to synthesize the given product. (1) Given the product [Si:12]([O:19][C@@H:20]1[CH2:24][N:23]([C:25]([O:27][C:28]([CH3:31])([CH3:30])[CH3:29])=[O:26])[C@:22]([CH3:32])([C:6]2[CH:11]=[CH:10][CH:9]=[CH:8][CH:7]=2)[CH2:21]1)([C:15]([CH3:18])([CH3:17])[CH3:16])([CH3:14])[CH3:13], predict the reactants needed to synthesize it. The reactants are: [Li]C(CC)C.[CH2:6]1[CH2:11][CH2:10][CH2:9][CH2:8][CH2:7]1.[Si:12]([O:19][C@@H:20]1[CH2:24][N:23]([C:25]([O:27][C:28]([CH3:31])([CH3:30])[CH3:29])=[O:26])[C@H:22]([C:32]2C=CC=CC=2)[CH2:21]1)([C:15]([CH3:18])([CH3:17])[CH3:16])([CH3:14])[CH3:13].FC(F)(F)S(OC)(=O)=O. (2) Given the product [ClH:1].[Cl:28][C:23]1[CH:22]=[C:21]([CH:26]=[CH:25][C:24]=1[F:27])[C:20]([NH:19][C@H:16]1[CH2:15][CH2:14][C@@H:13]([NH:12][C:2]2[N:10]=[CH:9][N:8]=[C:7]3[C:3]=2[N:4]=[CH:5][N:6]3[CH3:11])[CH2:18][CH2:17]1)=[O:29], predict the reactants needed to synthesize it. The reactants are: [Cl:1][C:2]1[N:10]=[CH:9][N:8]=[C:7]2[C:3]=1[N:4]=[CH:5][N:6]2[CH3:11].[NH2:12][C@@H:13]1[CH2:18][CH2:17][C@H:16]([NH:19][C:20](=[O:29])[C:21]2[CH:26]=[CH:25][C:24]([F:27])=[C:23]([Cl:28])[CH:22]=2)[CH2:15][CH2:14]1. (3) The reactants are: [Br:1][C:2]1[CH:3]=[C:4]2[C:13](=[CH:14][CH:15]=1)[CH:12]1[CH2:16][CH:10]([CH2:11]1)[N:9]1[C:5]2=[N:6][C:7](I)=[CH:8]1.C[Si](N[Si](C)(C)C)(C)C.C[N:28](C)[CH:29]=[O:30]. Given the product [Br:1][C:2]1[CH:3]=[C:4]2[C:13](=[CH:14][CH:15]=1)[CH:12]1[CH2:16][CH:10]([CH2:11]1)[N:9]1[C:5]2=[N:6][C:7]([C:29]([NH2:28])=[O:30])=[CH:8]1, predict the reactants needed to synthesize it. (4) Given the product [N+:28]([C:31]1[CH:32]=[CH:33][C:34]([C:35]([O:26][C@H:13]([CH2:14][O:15][Si:16]([CH:20]([CH3:22])[CH3:21])([CH:23]([CH3:25])[CH3:24])[CH:17]([CH3:19])[CH3:18])[C@@H:11]([CH3:12])[NH:10][C:9](=[O:27])[O:8][CH2:1][C:2]2[CH:3]=[CH:4][CH:5]=[CH:6][CH:7]=2)=[O:36])=[CH:38][CH:39]=1)([O-:30])=[O:29], predict the reactants needed to synthesize it. The reactants are: [CH2:1]([O:8][C:9](=[O:27])[NH:10][C@@H:11]([C@@H:13]([OH:26])[CH2:14][O:15][Si:16]([CH:23]([CH3:25])[CH3:24])([CH:20]([CH3:22])[CH3:21])[CH:17]([CH3:19])[CH3:18])[CH3:12])[C:2]1[CH:7]=[CH:6][CH:5]=[CH:4][CH:3]=1.[N+:28]([C:31]1[CH:39]=[CH:38][C:34]([C:35](O)=[O:36])=[CH:33][CH:32]=1)([O-:30])=[O:29].C1(P(C2C=CC=CC=2)C2C=CC=CC=2)C=CC=CC=1.N(C(OCC)=O)=NC(OCC)=O. (5) The reactants are: [CH3:1][N:2]([CH3:17])[C:3]1[O:4][C:5]2[C:15]([N:16]=1)=[CH:14][C:8]1[CH2:9][CH2:10][NH:11][CH2:12][CH2:13][C:7]=1[CH:6]=2.[Cl:18][CH2:19][CH2:20][CH2:21][S:22][C:23]1[N:24]([CH3:39])[C:25]([C:28]2[CH:37]=[CH:36][CH:35]=[C:34]3[C:29]=2[CH:30]=[CH:31][C:32]([CH3:38])=[N:33]3)=[N:26][N:27]=1. Given the product [ClH:18].[ClH:18].[CH3:1][N:2]([CH3:17])[C:3]1[O:4][C:5]2[C:15]([N:16]=1)=[CH:14][C:8]1[CH2:9][CH2:10][N:11]([CH2:19][CH2:20][CH2:21][S:22][C:23]3[N:24]([CH3:39])[C:25]([C:28]4[CH:37]=[CH:36][CH:35]=[C:34]5[C:29]=4[CH:30]=[CH:31][C:32]([CH3:38])=[N:33]5)=[N:26][N:27]=3)[CH2:12][CH2:13][C:7]=1[CH:6]=2, predict the reactants needed to synthesize it. (6) Given the product [CH2:3]([O:5][C:6](=[O:14])[CH2:7][N:8]1[CH2:12][CH2:11][C@@H:10]([NH:13][C:21]([C:19]2[S:20][C:16]([Cl:15])=[CH:17][CH:18]=2)=[O:22])[CH2:9]1)[CH3:4], predict the reactants needed to synthesize it. The reactants are: Cl.Cl.[CH2:3]([O:5][C:6](=[O:14])[CH2:7][N:8]1[CH2:12][CH2:11][C@@H:10]([NH2:13])[CH2:9]1)[CH3:4].[Cl:15][C:16]1[S:20][C:19]([C:21](O)=[O:22])=[CH:18][CH:17]=1. (7) The reactants are: N#N.[CH3:3][C:4]1([C:9]2[N:10]=[C:11]([CH2:14]OS(C)(=O)=O)[S:12][CH:13]=2)[O:8][CH2:7][CH2:6][O:5]1.[N+:20]([C:23]1[NH:27][N:26]=[CH:25][CH:24]=1)([O-:22])=[O:21].C([O-])([O-])=O.[K+].[K+].[Br-]. Given the product [CH3:3][C:4]1([C:9]2[N:10]=[C:11]([CH2:14][N:26]3[CH:25]=[CH:24][C:23]([N+:20]([O-:22])=[O:21])=[N:27]3)[S:12][CH:13]=2)[O:5][CH2:6][CH2:7][O:8]1, predict the reactants needed to synthesize it. (8) Given the product [CH3:28][S:29]([OH:32])(=[O:31])=[O:30].[CH3:1][NH:2][C:3]([C:5]1[C:6]2[CH2:7][CH2:8][C:9]3([NH:18][C:19]=2[C:20]2[N:25]=[C:24]([CH3:26])[N:23]([CH3:27])[C:21]=2[CH:22]=1)[CH2:17][C:16]1[C:11](=[CH:12][CH:13]=[CH:14][CH:15]=1)[CH2:10]3)=[O:4], predict the reactants needed to synthesize it. The reactants are: [CH3:1][NH:2][C:3]([C:5]1[C:6]2[CH2:7][CH2:8][C:9]3([NH:18][C:19]=2[C:20]2[N:25]=[C:24]([CH3:26])[N:23]([CH3:27])[C:21]=2[CH:22]=1)[CH2:17][C:16]1[C:11](=[CH:12][CH:13]=[CH:14][CH:15]=1)[CH2:10]3)=[O:4].[CH3:28][S:29]([OH:32])(=[O:31])=[O:30]. (9) Given the product [O:12]=[C:6]1[NH:7][C:8]2[N:9]=[CH:10][CH:11]=[C:2]([O:13][C:14]3[CH:15]=[C:16]4[C:21](=[CH:22][CH:23]=3)[N:20]=[CH:19][C:18]([C:24]([OH:26])=[O:25])=[CH:17]4)[C:3]=2[CH2:4][CH2:5]1, predict the reactants needed to synthesize it. The reactants are: F[C:2]1[CH:11]=[CH:10][N:9]=[C:8]2[C:3]=1[CH2:4][CH2:5][C:6](=[O:12])[NH:7]2.[OH:13][C:14]1[CH:15]=[C:16]2[C:21](=[CH:22][CH:23]=1)[N:20]=[CH:19][C:18]([C:24]([OH:26])=[O:25])=[CH:17]2.C(=O)([O-])[O-].[Cs+].[Cs+].Cl. (10) Given the product [Cl:32][C:33]1[CH:55]=[CH:54][C:36]2[NH:37][C:38]([S:40][C:41]3[C:46]4[NH:47][C:48](=[O:50])[NH:49][C:45]=4[CH:44]=[C:43]([C:51]([NH:56][CH2:57][CH2:58][O:59][CH2:60][CH2:61][OH:62])=[O:53])[CH:42]=3)=[N:39][C:35]=2[CH:34]=1, predict the reactants needed to synthesize it. The reactants are: CN(C(ON1N=NC2C=CC=CC1=2)=[N+](C)C)C.[B-](F)(F)(F)F.CCN(C(C)C)C(C)C.[Cl:32][C:33]1[CH:55]=[CH:54][C:36]2[NH:37][C:38]([S:40][C:41]3[C:46]4[NH:47][C:48](=[O:50])[NH:49][C:45]=4[CH:44]=[C:43]([C:51]([OH:53])=O)[CH:42]=3)=[N:39][C:35]=2[CH:34]=1.[NH2:56][CH2:57][CH2:58][O:59][CH2:60][CH2:61][OH:62].